Dataset: Catalyst prediction with 721,799 reactions and 888 catalyst types from USPTO. Task: Predict which catalyst facilitates the given reaction. Reactant: [CH2:1]([C:8]1[CH:13]=[C:12]([Br:14])[CH:11]=[C:10](Br)[CH:9]=1)[C:2]1[CH:7]=[CH:6][CH:5]=[CH:4][CH:3]=1.[Li]CCCC.CON(C)C([CH2:26][C:27]1[CH:32]=[N:31][C:30]([CH3:33])=[CH:29][N:28]=1)=O.C([O:37]CC)C. Product: [CH2:1]([C:8]1[CH:9]=[C:10]([C:26]([C:27]2[CH:32]=[N:31][C:30]([CH3:33])=[CH:29][N:28]=2)=[O:37])[CH:11]=[C:12]([Br:14])[CH:13]=1)[C:2]1[CH:3]=[CH:4][CH:5]=[CH:6][CH:7]=1. The catalyst class is: 13.